This data is from Reaction yield outcomes from USPTO patents with 853,638 reactions. The task is: Predict the reaction yield, written as a fraction of the theoretical maximum amount of product (1.0 means a 100% yield; for example, 0.34 means a 34% yield). (1) The reactants are [Br:1][C:2]1[CH:3]=[C:4]([NH:16][S:17]([CH3:20])(=[O:19])=[O:18])[C:5]([NH:8]C(=O)OC(C)(C)C)=[N:6][CH:7]=1.Cl. The catalyst is CO. The product is [NH2:8][C:5]1[C:4]([NH:16][S:17]([CH3:20])(=[O:19])=[O:18])=[CH:3][C:2]([Br:1])=[CH:7][N:6]=1. The yield is 1.00. (2) The reactants are [Cl:1][C:2]1[CH:9]=[C:8]([F:10])[CH:7]=[CH:6][C:3]=1[C:4]#[N:5].I[CH2:12][CH3:13]. No catalyst specified. The product is [Cl:1][C:2]1[C:9]([CH2:12][CH3:13])=[C:8]([F:10])[CH:7]=[CH:6][C:3]=1[C:4]#[N:5]. The yield is 0.280. (3) The reactants are [CH3:1][O:2][C:3]1[CH:4]=[C:5]([CH:39]=[CH:40][C:41]=1[O:42][CH3:43])[C:6]([N:8]1[C:17]2[C:12](=[CH:13][CH:14]=[CH:15][CH:16]=2)[CH:11]([N:18]2[C:27]3[C:22](=[CH:23][C:24]([O:28][CH2:29][CH2:30][CH2:31][CH2:32][C:33]([O:35]CC)=[O:34])=[CH:25][CH:26]=3)[CH2:21][CH2:20][CH2:19]2)[CH2:10][CH:9]1[CH3:38])=[O:7].C(O)C.O.[OH-].[Li+].Cl. The catalyst is C1COCC1.O. The product is [CH3:1][O:2][C:3]1[CH:4]=[C:5]([CH:39]=[CH:40][C:41]=1[O:42][CH3:43])[C:6]([N:8]1[C:17]2[C:12](=[CH:13][CH:14]=[CH:15][CH:16]=2)[CH:11]([N:18]2[C:27]3[C:22](=[CH:23][C:24]([O:28][CH2:29][CH2:30][CH2:31][CH2:32][C:33]([OH:35])=[O:34])=[CH:25][CH:26]=3)[CH2:21][CH2:20][CH2:19]2)[CH2:10][CH:9]1[CH3:38])=[O:7]. The yield is 0.350.